The task is: Regression. Given two drug SMILES strings and cell line genomic features, predict the synergy score measuring deviation from expected non-interaction effect.. This data is from NCI-60 drug combinations with 297,098 pairs across 59 cell lines. (1) Drug 1: CN1C2=C(C=C(C=C2)N(CCCl)CCCl)N=C1CCCC(=O)O.Cl. Drug 2: C1CN(P(=O)(OC1)NCCCl)CCCl. Cell line: MCF7. Synergy scores: CSS=0.740, Synergy_ZIP=0.972, Synergy_Bliss=1.15, Synergy_Loewe=-2.43, Synergy_HSA=-0.890. (2) Drug 1: C1CCC(CC1)NC(=O)N(CCCl)N=O. Drug 2: CN(CCCl)CCCl.Cl. Cell line: MALME-3M. Synergy scores: CSS=7.95, Synergy_ZIP=-4.79, Synergy_Bliss=-0.0220, Synergy_Loewe=-3.52, Synergy_HSA=-0.302. (3) Drug 1: CC(C1=C(C=CC(=C1Cl)F)Cl)OC2=C(N=CC(=C2)C3=CN(N=C3)C4CCNCC4)N. Drug 2: CCCS(=O)(=O)NC1=C(C(=C(C=C1)F)C(=O)C2=CNC3=C2C=C(C=N3)C4=CC=C(C=C4)Cl)F. Cell line: PC-3. Synergy scores: CSS=3.95, Synergy_ZIP=-0.946, Synergy_Bliss=0.868, Synergy_Loewe=-8.68, Synergy_HSA=-1.87. (4) Drug 1: CN1C(=O)N2C=NC(=C2N=N1)C(=O)N. Drug 2: CCC1(CC2CC(C3=C(CCN(C2)C1)C4=CC=CC=C4N3)(C5=C(C=C6C(=C5)C78CCN9C7C(C=CC9)(C(C(C8N6C)(C(=O)OC)O)OC(=O)C)CC)OC)C(=O)OC)O.OS(=O)(=O)O. Cell line: 786-0. Synergy scores: CSS=-0.495, Synergy_ZIP=-0.323, Synergy_Bliss=-0.261, Synergy_Loewe=-1.27, Synergy_HSA=-1.27. (5) Drug 1: CCC1(CC2CC(C3=C(CCN(C2)C1)C4=CC=CC=C4N3)(C5=C(C=C6C(=C5)C78CCN9C7C(C=CC9)(C(C(C8N6C=O)(C(=O)OC)O)OC(=O)C)CC)OC)C(=O)OC)O.OS(=O)(=O)O. Drug 2: CC1=C(C(=CC=C1)Cl)NC(=O)C2=CN=C(S2)NC3=CC(=NC(=N3)C)N4CCN(CC4)CCO. Cell line: MALME-3M. Synergy scores: CSS=5.12, Synergy_ZIP=-3.87, Synergy_Bliss=-0.651, Synergy_Loewe=-6.07, Synergy_HSA=-0.137. (6) Drug 1: CN(C)N=NC1=C(NC=N1)C(=O)N. Drug 2: CC=C1C(=O)NC(C(=O)OC2CC(=O)NC(C(=O)NC(CSSCCC=C2)C(=O)N1)C(C)C)C(C)C. Cell line: OVCAR-8. Synergy scores: CSS=49.1, Synergy_ZIP=0.155, Synergy_Bliss=1.92, Synergy_Loewe=-22.0, Synergy_HSA=0.560. (7) Drug 1: CS(=O)(=O)CCNCC1=CC=C(O1)C2=CC3=C(C=C2)N=CN=C3NC4=CC(=C(C=C4)OCC5=CC(=CC=C5)F)Cl. Drug 2: CC(C)NC(=O)C1=CC=C(C=C1)CNNC.Cl. Cell line: CCRF-CEM. Synergy scores: CSS=0.376, Synergy_ZIP=0.00351, Synergy_Bliss=0.319, Synergy_Loewe=-0.309, Synergy_HSA=-0.639. (8) Drug 1: C1=C(C(=O)NC(=O)N1)F. Drug 2: C1C(C(OC1N2C=NC3=C(N=C(N=C32)Cl)N)CO)O. Cell line: UACC62. Synergy scores: CSS=36.0, Synergy_ZIP=-6.98, Synergy_Bliss=-12.6, Synergy_Loewe=-10.3, Synergy_HSA=-10.2.